Dataset: Reaction yield outcomes from USPTO patents with 853,638 reactions. Task: Predict the reaction yield, written as a fraction of the theoretical maximum amount of product (1.0 means a 100% yield; for example, 0.34 means a 34% yield). (1) The catalyst is C(OCC)(=O)C.O1CCOCC1.Cl. The reactants are C(OC(=O)[NH:7][CH2:8][C:9]1([C:12](=[O:24])[NH:13][CH:14]2[CH:21]3[CH2:22][CH:17]4[CH2:18][CH:19]([CH2:23][CH:15]2[CH2:16]4)[CH2:20]3)[CH2:11][CH2:10]1)(C)(C)C.[Cl:26][C:27]1[C:28]([CH3:37])=[C:29]([S:33](Cl)(=[O:35])=[O:34])[CH:30]=[CH:31][CH:32]=1. The product is [CH:15]12[CH2:16][CH:17]3[CH2:18][CH:19]([CH2:20][CH:21]([CH2:22]3)[CH:14]1[NH:13][C:12]([C:9]1([CH2:8][NH:7][S:33]([C:29]3[CH:30]=[CH:31][CH:32]=[C:27]([Cl:26])[C:28]=3[CH3:37])(=[O:34])=[O:35])[CH2:10][CH2:11]1)=[O:24])[CH2:23]2. The yield is 0.390. (2) The reactants are BrC1C(N2CCN(C(NC3C=CC=CC=3)=O)CC2)=C2N=C(C3C=CC(N(C)C)=CC=3)NC2=NC=1.[Br:35][C:36]1[C:37]([N:46]2[CH2:51][CH2:50][N:49]([CH:52]([C:54]3[CH:59]=[CH:58][N:57]=[CH:56][CH:55]=3)[CH3:53])[CH2:48][CH2:47]2)=[C:38]([N+:43]([O-])=O)[C:39]([NH2:42])=[N:40][CH:41]=1.[O-]S(S([O-])=O)=O.[Na+].[Na+].[CH3:68][N:69]1[CH2:74][CH2:73][N:72]([CH2:75][C:76]2[CH:77]=[C:78]([CH:81]=[CH:82][CH:83]=2)[CH:79]=O)[CH2:71][CH2:70]1. The catalyst is C(O)C.CN(C=O)C. The product is [Br:35][C:36]1[C:37]([N:46]2[CH2:51][CH2:50][N:49]([CH:52]([C:54]3[CH:59]=[CH:58][N:57]=[CH:56][CH:55]=3)[CH3:53])[CH2:48][CH2:47]2)=[C:38]2[N:43]=[C:79]([C:78]3[CH:81]=[CH:82][CH:83]=[C:76]([CH2:75][N:72]4[CH2:73][CH2:74][N:69]([CH3:68])[CH2:70][CH2:71]4)[CH:77]=3)[NH:42][C:39]2=[N:40][CH:41]=1. The yield is 0.270. (3) The catalyst is ClCCl. The yield is 0.810. The reactants are [C:1]1(P(C2C=CC=CC=2)C2C=CC=CC=2)C=CC=CC=1.[C:20]([Br:24])(Br)(Br)[Br:21].C(N(CC)CC)C.[Si:32]([O:39][C:40]1[CH:47]=[CH:46][C:43](C=O)=[CH:42][CH:41]=1)([C:35]([CH3:38])([CH3:37])[CH3:36])([CH3:34])[CH3:33]. The product is [Br:21][C:20]([Br:24])=[CH:1][C:47]1[CH:46]=[CH:43][CH:42]=[CH:41][C:40]=1[O:39][Si:32]([C:35]([CH3:36])([CH3:37])[CH3:38])([CH3:33])[CH3:34]. (4) The reactants are [CH2:1]([CH:6]1[CH2:11][CH2:10][CH:9]([C:12]([OH:14])=O)[CH2:8][CH2:7]1)[CH2:2][CH2:3][CH2:4][CH3:5].[NH2:15][C@@H:16]1[C@H:20]2[O:21][CH2:22][C@H:23]([NH:24][C:25]([CH:27]3[CH2:29][CH2:28]3)=[O:26])[C@H:19]2[O:18][CH2:17]1. No catalyst specified. The product is [CH:27]1([C:25]([NH:24][C@@H:23]2[C@H:19]3[O:18][CH2:17][C@H:16]([NH:15][C:12]([CH:9]4[CH2:8][CH2:7][CH:6]([CH2:1][CH2:2][CH2:3][CH2:4][CH3:5])[CH2:11][CH2:10]4)=[O:14])[C@H:20]3[O:21][CH2:22]2)=[O:26])[CH2:28][CH2:29]1. The yield is 0.337. (5) The reactants are [CH3:1][C:2]1[O:6][N:5]=[C:4]([NH2:7])[CH:3]=1.[F:8][C:9]1[C:14]([CH:15]=O)=[C:13]([F:17])[CH:12]=[CH:11][C:10]=1[NH:18][S:19]([CH2:22][CH2:23][CH3:24])(=[O:21])=[O:20].C([SiH](CC)CC)C.FC(F)(F)C(O)=O. The catalyst is C(#N)C. The product is [F:8][C:9]1[C:14]([CH2:15][NH:7][C:4]2[CH:3]=[C:2]([CH3:1])[O:6][N:5]=2)=[C:13]([F:17])[CH:12]=[CH:11][C:10]=1[NH:18][S:19]([CH2:22][CH2:23][CH3:24])(=[O:21])=[O:20]. The yield is 0.480. (6) The reactants are [CH3:1][O:2][C:3]1[CH:8]=[C:7]([O:9][CH:10]2[CH2:15][CH2:14][N:13]([CH3:16])[CH2:12][CH2:11]2)[CH:6]=[CH:5][C:4]=1[NH2:17].CS([C:21]1[N:26]=[CH:25][C:24]2=[CH:27][CH:28]=[C:29]([C:30]3[CH:35]=[CH:34][CH:33]=[CH:32][C:31]=3[N:36]([CH3:41])[S:37]([CH3:40])(=[O:39])=[O:38])[N:23]2[N:22]=1)=O. No catalyst specified. The product is [CH3:1][O:2][C:3]1[CH:8]=[C:7]([O:9][CH:10]2[CH2:15][CH2:14][N:13]([CH3:16])[CH2:12][CH2:11]2)[CH:6]=[CH:5][C:4]=1[NH:17][C:21]1[N:26]=[CH:25][C:24]2=[CH:27][CH:28]=[C:29]([C:30]3[CH:35]=[CH:34][CH:33]=[CH:32][C:31]=3[N:36]([CH3:41])[S:37]([CH3:40])(=[O:39])=[O:38])[N:23]2[N:22]=1. The yield is 0.0700. (7) The reactants are [CH2:1]([N:3]([CH:11]1[CH2:16][CH2:15][CH2:14][CH:13]([C:17]2[C:25]3[C:20](=[CH:21][CH:22]=[C:23]([NH:26][C:27]([C:29]4[S:30][CH:31]=[CH:32][CH:33]=4)=[NH:28])[CH:24]=3)[NH:19][CH:18]=2)[CH2:12]1)C(=O)OC(C)(C)C)[CH3:2].C(O)(C(F)(F)F)=O.[NH4+].[OH-]. The catalyst is ClCCl. The product is [CH2:1]([NH:3][CH:11]1[CH2:16][CH2:15][CH2:14][CH:13]([C:17]2[C:25]3[C:20](=[CH:21][CH:22]=[C:23]([NH:26][C:27]([C:29]4[S:30][CH:31]=[CH:32][CH:33]=4)=[NH:28])[CH:24]=3)[NH:19][CH:18]=2)[CH2:12]1)[CH3:2]. The yield is 0.850. (8) The reactants are Cl[C:2]1[C:11]2[C:6](=[CH:7][C:8]([O:14][CH2:15][CH2:16][CH2:17][N:18]3[CH2:23][CH2:22][N:21]([CH2:24][C:25]#[CH:26])[CH2:20][CH2:19]3)=[C:9]([O:12][CH3:13])[CH:10]=2)[N:5]=[CH:4][N:3]=1.[OH:27][C:28]1[CH:29]=[C:30]2[C:34](=[N:35][CH:36]=1)[NH:33][CH:32]=[CH:31]2.C(=O)([O-])[O-].[K+].[K+]. The catalyst is CC(N(C)C)=O. The product is [NH:33]1[C:34]2[C:30](=[CH:29][C:28]([O:27][C:2]3[C:11]4[C:6](=[CH:7][C:8]([O:14][CH2:15][CH2:16][CH2:17][N:18]5[CH2:23][CH2:22][N:21]([CH2:24][C:25]#[CH:26])[CH2:20][CH2:19]5)=[C:9]([O:12][CH3:13])[CH:10]=4)[N:5]=[CH:4][N:3]=3)=[CH:36][N:35]=2)[CH:31]=[CH:32]1. The yield is 0.760. (9) The reactants are [N+:1]([C:4]1[CH:5]=[C:6]2[C:11](=[CH:12][CH:13]=1)[N:10]=[C:9]([C:14]([O:16][CH2:17][CH3:18])=[O:15])[CH:8]=[N:7]2)([O-])=O. The catalyst is C(O)C.[Pd]. The product is [NH2:1][C:4]1[CH:5]=[C:6]2[C:11](=[CH:12][CH:13]=1)[N:10]=[C:9]([C:14]([O:16][CH2:17][CH3:18])=[O:15])[CH:8]=[N:7]2. The yield is 0.660. (10) The reactants are C[O:2][C:3]([C:5]1[C:6]([CH3:24])=[C:7]2[N:12]([CH:13]=1)[N:11]=[CH:10][N:9]=[C:8]2[CH:14]1[C:22]2[C:17](=[CH:18][CH:19]=[CH:20][CH:21]=2)[NH:16][C:15]1=[O:23])=[O:4].[OH-].[K+]. The catalyst is CO. The product is [O:23]=[C:15]1[CH:14]([C:8]2[C:7]3=[C:6]([CH3:24])[C:5]([C:3]([OH:4])=[O:2])=[CH:13][N:12]3[N:11]=[CH:10][N:9]=2)[C:22]2[C:17](=[CH:18][CH:19]=[CH:20][CH:21]=2)[NH:16]1. The yield is 0.920.